From a dataset of CYP2C9 inhibition data for predicting drug metabolism from PubChem BioAssay. Regression/Classification. Given a drug SMILES string, predict its absorption, distribution, metabolism, or excretion properties. Task type varies by dataset: regression for continuous measurements (e.g., permeability, clearance, half-life) or binary classification for categorical outcomes (e.g., BBB penetration, CYP inhibition). Dataset: cyp2c9_veith. (1) The compound is CCOC(=O)N/N=C1/C[C@@H](O)[C@@H](O)[C@H]2[C@H]1CC[C@H]1C(=O)N(c3ccc(F)cc3F)C(=O)[C@H]21. The result is 0 (non-inhibitor). (2) The molecule is O=c1cnc2cnc(N3CCOCC3)nc2n1C1CC1. The result is 0 (non-inhibitor). (3) The result is 0 (non-inhibitor). The molecule is CC(C)Oc1ccc(C2CC(=O)NC3=C2C(=O)CCC3)cc1. (4) The compound is Cc1noc(C)c1-c1nccc(N2CCOCC2)n1. The result is 0 (non-inhibitor). (5) The drug is CC(=O)O[C@H]1CC[C@H]2[C@@H]3CCC4=C[C@@H](C5SCCS5)[C@H](OC(C)=O)C[C@]4(C)[C@H]3CC[C@@]12C. The result is 0 (non-inhibitor). (6) The drug is CC(C)CO/N=C1/C[C@@H](O)[C@@H](O)[C@H]2[C@H]1CC[C@H]1C(=O)N(c3ccc(F)cc3F)C(=O)[C@H]21. The result is 0 (non-inhibitor).